This data is from Reaction yield outcomes from USPTO patents with 853,638 reactions. The task is: Predict the reaction yield, written as a fraction of the theoretical maximum amount of product (1.0 means a 100% yield; for example, 0.34 means a 34% yield). (1) The reactants are [F:1][C:2]([F:14])([F:13])[O:3][C:4]1[CH:5]=[C:6]([CH:10]=[CH:11][CH:12]=1)[C:7]([OH:9])=O.F[P-](F)(F)(F)(F)F.N1(OC(N(C)C)=[N+](C)C)C2N=CC=CC=2N=N1.[NH2:39][C:40]1[CH:41]=[CH:42][C:43]([CH3:62])=[C:44]([CH:61]=1)[O:45][C:46]1[N:51]=[C:50]2[S:52][C:53]([NH:55][C:56]([CH:58]3[CH2:60][CH2:59]3)=[O:57])=[N:54][C:49]2=[CH:48][CH:47]=1.O. The catalyst is N1C=CC=CC=1. The product is [CH:58]1([C:56]([NH:55][C:53]2[S:52][C:50]3[C:49]([N:54]=2)=[CH:48][CH:47]=[C:46]([O:45][C:44]2[CH:61]=[C:40]([NH:39][C:7](=[O:9])[C:6]4[CH:10]=[CH:11][CH:12]=[C:4]([O:3][C:2]([F:1])([F:14])[F:13])[CH:5]=4)[CH:41]=[CH:42][C:43]=2[CH3:62])[N:51]=3)=[O:57])[CH2:59][CH2:60]1. The yield is 0.520. (2) The reactants are [Br:1][C:2]1[C:3](=[O:25])[N:4]([CH2:17][C:18]2[CH:23]=[CH:22][CH:21]=[C:20]([F:24])[CH:19]=2)[C:5]([CH3:16])=[CH:6][C:7]=1[C:8]#[C:9][C:10]1[CH:15]=[CH:14][CH:13]=[CH:12][CH:11]=1.FC(F)(F)S(OC1C=C(C)N(CC2C=CC=C(F)C=2)C(=O)C=1Br)(=O)=O.C1(C#C)C=CC=CC=1. The catalyst is CN(C=O)C. The product is [Br:1][C:2]1[C:3](=[O:25])[N:4]([CH2:17][C:18]2[CH:23]=[CH:22][CH:21]=[C:20]([F:24])[CH:19]=2)[C:5]([CH3:16])=[CH:6][C:7]=1[CH2:8][CH2:9][C:10]1[CH:15]=[CH:14][CH:13]=[CH:12][CH:11]=1. The yield is 0.700. (3) The reactants are Br[CH2:2][C:3]1[CH:4]=[CH:5][N:6]2[C:11]=1[C:10](Cl)=[N:9][CH:8]=[N:7]2.C([O-])(O)=O.[Na+].[O-:18]S([O-])(=O)=O.[Na+].[Na+].[F:25][C:26]1[CH:27]=[C:28]([CH:40]=[CH:41][CH:42]=1)[CH2:29][N:30]1[C:38]2[C:33](=[CH:34][C:35]([NH2:39])=[CH:36][CH:37]=2)[CH:32]=[N:31]1. The catalyst is C(#N)C.O. The product is [F:25][C:26]1[CH:27]=[C:28]([CH:40]=[CH:41][CH:42]=1)[CH2:29][N:30]1[C:38]2[C:33](=[CH:34][C:35]([NH:39][C:10]3[C:11]4=[C:3]([CH2:2][OH:18])[CH:4]=[CH:5][N:6]4[N:7]=[CH:8][N:9]=3)=[CH:36][CH:37]=2)[CH:32]=[N:31]1. The yield is 0.650.